This data is from Catalyst prediction with 721,799 reactions and 888 catalyst types from USPTO. The task is: Predict which catalyst facilitates the given reaction. (1) Reactant: [CH3:13][C:12]([O:11][C:9](O[C:9]([O:11][C:12]([CH3:15])([CH3:14])[CH3:13])=[O:10])=[O:10])([CH3:15])[CH3:14].[CH2:16]([NH:23][C:24]1([CH2:28][CH2:29][NH2:30])[CH2:27][CH2:26][CH2:25]1)[C:17]1[CH:22]=[CH:21][CH:20]=[CH:19][CH:18]=1. Product: [CH2:16]([NH:23][C:24]1([CH:28]([C:9]([O:11][C:12]([CH3:13])([CH3:14])[CH3:15])=[O:10])[CH2:29][NH2:30])[CH2:27][CH2:26][CH2:25]1)[C:17]1[CH:22]=[CH:21][CH:20]=[CH:19][CH:18]=1. The catalyst class is: 1. (2) Reactant: [CH3:1][CH2:2][CH2:3][CH2:4][CH2:5][C:6]1[C:10](=[O:11])[CH2:9][CH2:8][C:7]=1[CH3:12].P([O-])([O-])([O-])=[O:14].[K+].[K+].[K+]. Product: [OH:14][CH:8]1[CH2:9][C:10](=[O:11])[C:6]([CH2:5][CH2:4][CH2:3][CH2:2][CH3:1])=[C:7]1[CH3:12]. The catalyst class is: 8. (3) Product: [C:10]1([CH:9]2[CH:17]3[C:27]4[C:28]5[C:23](=[CH:22][CH:21]=[CH:20][C:19]=5[C:18]3=[C:7]([C:1]3[CH:6]=[CH:5][CH:4]=[CH:3][CH:2]=3)[C:8]2=[O:16])[CH:24]=[CH:25][CH:26]=4)[CH:11]=[CH:12][CH:13]=[CH:14][CH:15]=1. The catalyst class is: 234. Reactant: [C:1]1([CH2:7][C:8](=[O:16])[CH2:9][C:10]2[CH:15]=[CH:14][CH:13]=[CH:12][CH:11]=2)[CH:6]=[CH:5][CH:4]=[CH:3][CH:2]=1.[C:17]1(=O)[C:27]2=[C:28]3[C:23](=[CH:24][CH:25]=[CH:26]2)[CH:22]=[CH:21][CH:20]=[C:19]3[C:18]1=O.[OH-].[K+]. (4) Reactant: N1C=CC=NC=1C([O-])=O.[Cl:10][C:11]1[CH:12]=[C:13]([C:17]2[CH:18]=[C:19]([CH2:25][C:26]3[CH:27]=[N:28][C:29]([C:32](OC)=[O:33])=[N:30][CH:31]=3)[CH:20]=[N:21][C:22]=2[O:23][CH3:24])[CH:14]=[CH:15][CH:16]=1.[BH4-].[Na+].C(O)(=O)CC(CC(O)=O)(C(O)=O)O. Product: [Cl:10][C:11]1[CH:12]=[C:13]([C:17]2[CH:18]=[C:19]([CH2:25][C:26]3[CH:31]=[N:30][C:29]([CH2:32][OH:33])=[N:28][CH:27]=3)[CH:20]=[N:21][C:22]=2[O:23][CH3:24])[CH:14]=[CH:15][CH:16]=1. The catalyst class is: 5. (5) Reactant: Br[C:2]1[CH:7]=[CH:6][C:5]([S:8]([NH:11][CH2:12][CH:13]2[CH2:17][CH2:16][CH2:15][O:14]2)(=[O:10])=[O:9])=[C:4]([C:18]([F:21])([F:20])[F:19])[CH:3]=1.[CH:22]1([NH2:28])[CH2:27][CH2:26][CH2:25][CH2:24][CH2:23]1.C1C=CC(P(C2C(C3C(P(C4C=CC=CC=4)C4C=CC=CC=4)=CC=C4C=3C=CC=C4)=C3C(C=CC=C3)=CC=2)C2C=CC=CC=2)=CC=1.C(=O)([O-])[O-].[Cs+].[Cs+]. Product: [CH:22]1([NH:28][C:2]2[CH:7]=[CH:6][C:5]([S:8]([NH:11][CH2:12][CH:13]3[CH2:17][CH2:16][CH2:15][O:14]3)(=[O:10])=[O:9])=[C:4]([C:18]([F:21])([F:20])[F:19])[CH:3]=2)[CH2:27][CH2:26][CH2:25][CH2:24][CH2:23]1. The catalyst class is: 222.